From a dataset of Retrosynthesis with 50K atom-mapped reactions and 10 reaction types from USPTO. Predict the reactants needed to synthesize the given product. Given the product C[C@H](NC(=O)c1ccc(N2CCCCO2)c(Cl)c1)c1nc2cc(Cl)ccc2[nH]1, predict the reactants needed to synthesize it. The reactants are: C[C@H](NC(=O)c1ccc(N2CC=CCO2)c(Cl)c1)c1nc2cc(Cl)ccc2[nH]1.